Dataset: Full USPTO retrosynthesis dataset with 1.9M reactions from patents (1976-2016). Task: Predict the reactants needed to synthesize the given product. (1) Given the product [F:25][C:26]1[CH:47]=[CH:46][C:29]([CH2:30][N:31]2[CH2:35][CH2:34][N:33]([C:36]3[S:40][C:39]([C:41]([NH:9][CH2:12][C:13]4[O:14][C:15]([CH3:20])=[CH:16][CH:17]=4)=[O:42])=[C:38]([CH3:44])[CH:37]=3)[C:32]2=[O:45])=[CH:28][CH:27]=1, predict the reactants needed to synthesize it. The reactants are: CC1C=C(N2CC[N:9]([CH2:12][CH2:13][O:14][C:15]3[CH:20]=CC=[CH:17][CH:16]=3)C2=O)SC=1C(O)=O.[F:25][C:26]1[CH:47]=[CH:46][C:29]([CH2:30][N:31]2[CH2:35][CH2:34][N:33]([C:36]3[S:40][C:39]([C:41](O)=[O:42])=[C:38]([CH3:44])[CH:37]=3)[C:32]2=[O:45])=[CH:28][CH:27]=1.CC1OC(CN)=CC=1. (2) Given the product [ClH:15].[N:18]12[CH2:23][CH2:22][CH:21]([CH2:24][CH2:25]1)[CH:20]([CH2:26][C:27]([O:8][C:7]1[C:2]([F:1])=[C:3]([F:12])[C:4]([F:11])=[C:5]([F:10])[C:6]=1[F:9])=[O:28])[CH2:19]2, predict the reactants needed to synthesize it. The reactants are: [F:1][C:2]1[C:7]([OH:8])=[C:6]([F:9])[C:5]([F:10])=[C:4]([F:11])[C:3]=1[F:12].C(Cl)C[Cl:15].Cl.[N:18]12[CH2:25][CH2:24][CH:21]([CH2:22][CH2:23]1)[CH:20]([CH2:26][C:27](O)=[O:28])[CH2:19]2. (3) Given the product [CH3:29][C:2](=[CH2:30])[CH2:3][C@:4]1([C:23]2[CH:24]=[CH:25][CH:26]=[CH:27][CH:28]=2)[O:9][C:8](=[O:10])[N:7]([C@H:11]([C:13]2[CH:22]=[CH:21][C:16]([C:17]3[O:18][C:32]([CH3:33])=[N:20][N:19]=3)=[CH:15][CH:14]=2)[CH3:12])[CH2:6][CH2:5]1, predict the reactants needed to synthesize it. The reactants are: O[C:2]([CH3:30])([CH3:29])[CH2:3][C@@:4]1([C:23]2[CH:28]=[CH:27][CH:26]=[CH:25][CH:24]=2)[O:9][C:8](=[O:10])[N:7]([C@H:11]([C:13]2[CH:22]=[CH:21][C:16]([C:17]([NH:19][NH2:20])=[O:18])=[CH:15][CH:14]=2)[CH3:12])[CH2:6][CH2:5]1.O.[C:32]1(C)C=CC(S(O)(=O)=O)=C[CH:33]=1.COC(OC)(OC)C. (4) Given the product [CH:17]([O:20][C:21]1[CH:26]=[CH:25][CH:24]=[CH:23][C:22]=1[N:27]1[CH2:32][CH2:31][N:30]([CH2:2][C:3](=[O:16])[CH2:4][N:5]2[C:13](=[O:14])[CH:12]3[CH:7]([CH2:8][CH:9]=[CH:10][CH2:11]3)[C:6]2=[O:15])[CH2:29][CH2:28]1)([CH3:19])[CH3:18], predict the reactants needed to synthesize it. The reactants are: Cl[CH2:2][C:3](=[O:16])[CH2:4][N:5]1[C:13](=[O:14])[CH:12]2[CH:7]([CH2:8][CH:9]=[CH:10][CH2:11]2)[C:6]1=[O:15].[CH:17]([O:20][C:21]1[CH:26]=[CH:25][CH:24]=[CH:23][C:22]=1[N:27]1[CH2:32][CH2:31][NH:30][CH2:29][CH2:28]1)([CH3:19])[CH3:18].C(=O)([O-])[O-].[K+].[K+]. (5) Given the product [CH2:1]([O:8][C:9]1[CH:18]=[CH:17][C:16]2[C:11](=[CH:12][CH:13]=[CH:14][CH:15]=2)[C:10]=1[CH:19]([O:25][C:26]([CH3:29])([CH3:28])[CH3:27])[C:20]([OH:22])=[O:21])[C:2]1[CH:3]=[CH:4][CH:5]=[CH:6][CH:7]=1, predict the reactants needed to synthesize it. The reactants are: [CH2:1]([O:8][C:9]1[CH:18]=[CH:17][C:16]2[C:11](=[CH:12][CH:13]=[CH:14][CH:15]=2)[C:10]=1[CH:19]([O:25][C:26]([CH3:29])([CH3:28])[CH3:27])[C:20]([O:22]CC)=[O:21])[C:2]1[CH:7]=[CH:6][CH:5]=[CH:4][CH:3]=1.[OH-].[K+].